The task is: Predict the reactants needed to synthesize the given product.. This data is from Full USPTO retrosynthesis dataset with 1.9M reactions from patents (1976-2016). (1) Given the product [OH:11][C:3]1[C:4]2[CH2:5][CH2:6][CH2:7][C:8]=2[C:9]([CH:22]=[O:23])=[CH:10][C:2]=1[CH3:1], predict the reactants needed to synthesize it. The reactants are: [CH3:1][C:2]1[CH:10]=[CH:9][C:8]2[CH2:7][CH2:6][CH2:5][C:4]=2[C:3]=1[OH:11].C1N2CN3CN(C2)CN1C3.[C:22](=O)(O)[O-:23].[Na+]. (2) Given the product [C:25]([O:28][CH2:29][C:30]1[C:35]([N:36]2[CH2:48][CH2:47][N:39]3[C:40]4[CH2:41][CH2:42][CH2:43][CH2:44][C:45]=4[CH:46]=[C:38]3[C:37]2=[O:49])=[CH:34][C:33]([F:50])=[CH:32][C:31]=1[C:2]1[CH:3]=[C:4]([NH:10][C:11]2[CH:12]=[C:13]3[C:18](=[CH:19][CH:20]=2)[CH2:17][N:16]([CH:21]2[CH2:24][O:23][CH2:22]2)[CH2:15][CH2:14]3)[C:5](=[O:9])[N:6]([CH3:8])[CH:7]=1)(=[O:27])[CH3:26], predict the reactants needed to synthesize it. The reactants are: Br[C:2]1[CH:3]=[C:4]([NH:10][C:11]2[CH:12]=[C:13]3[C:18](=[CH:19][CH:20]=2)[CH2:17][N:16]([CH:21]2[CH2:24][O:23][CH2:22]2)[CH2:15][CH2:14]3)[C:5](=[O:9])[N:6]([CH3:8])[CH:7]=1.[C:25]([O:28][CH2:29][C:30]1[C:35]([N:36]2[CH2:48][CH2:47][N:39]3[C:40]4[CH2:41][CH2:42][CH2:43][CH2:44][C:45]=4[CH:46]=[C:38]3[C:37]2=[O:49])=[CH:34][C:33]([F:50])=[CH:32][C:31]=1B1OC(C)(C)C(C)(C)O1)(=[O:27])[CH3:26].P([O-])([O-])([O-])=O.[K+].[K+].[K+].C([O-])(=O)C.[Na+].